Dataset: Forward reaction prediction with 1.9M reactions from USPTO patents (1976-2016). Task: Predict the product of the given reaction. Given the reactants Cl[C:2]1[CH:3]=[N:4][C:5]([C:8]2[CH:13]=[CH:12][C:11]([OH:14])=[CH:10][CH:9]=2)=[N:6][CH:7]=1.C[O:16][C:17]([C:19]1[CH:24]=[CH:23][C:22](B(O)O)=[CH:21][CH:20]=1)=[O:18], predict the reaction product. The product is: [OH:14][C:11]1[CH:12]=[CH:13][C:8]([C:5]2[N:4]=[CH:3][C:2]([C:22]3[CH:23]=[CH:24][C:19]([C:17]([OH:18])=[O:16])=[CH:20][CH:21]=3)=[CH:7][N:6]=2)=[CH:9][CH:10]=1.